From a dataset of Blood-brain barrier permeability classification from the B3DB database. Regression/Classification. Given a drug SMILES string, predict its absorption, distribution, metabolism, or excretion properties. Task type varies by dataset: regression for continuous measurements (e.g., permeability, clearance, half-life) or binary classification for categorical outcomes (e.g., BBB penetration, CYP inhibition). Dataset: b3db_classification. The result is 0 (does not penetrate BBB). The molecule is C[C@@H](N)Cc1ccc(O)cc1.